Dataset: NCI-60 drug combinations with 297,098 pairs across 59 cell lines. Task: Regression. Given two drug SMILES strings and cell line genomic features, predict the synergy score measuring deviation from expected non-interaction effect. (1) Drug 1: C1CN1C2=NC(=NC(=N2)N3CC3)N4CC4. Drug 2: C1CNP(=O)(OC1)N(CCCl)CCCl. Cell line: 786-0. Synergy scores: CSS=14.9, Synergy_ZIP=-0.621, Synergy_Bliss=-1.51, Synergy_Loewe=-40.9, Synergy_HSA=-2.90. (2) Drug 1: CNC(=O)C1=CC=CC=C1SC2=CC3=C(C=C2)C(=NN3)C=CC4=CC=CC=N4. Drug 2: N.N.Cl[Pt+2]Cl. Cell line: MALME-3M. Synergy scores: CSS=-5.07, Synergy_ZIP=1.21, Synergy_Bliss=-2.41, Synergy_Loewe=-7.90, Synergy_HSA=-5.90. (3) Cell line: SNB-19. Drug 1: CC1=C(C=C(C=C1)NC2=NC=CC(=N2)N(C)C3=CC4=NN(C(=C4C=C3)C)C)S(=O)(=O)N.Cl. Synergy scores: CSS=18.6, Synergy_ZIP=-0.440, Synergy_Bliss=-2.93, Synergy_Loewe=-15.7, Synergy_HSA=-3.89. Drug 2: CC1CCC2CC(C(=CC=CC=CC(CC(C(=O)C(C(C(=CC(C(=O)CC(OC(=O)C3CCCCN3C(=O)C(=O)C1(O2)O)C(C)CC4CCC(C(C4)OC)OCCO)C)C)O)OC)C)C)C)OC. (4) Drug 1: CN1CCC(CC1)COC2=C(C=C3C(=C2)N=CN=C3NC4=C(C=C(C=C4)Br)F)OC. Drug 2: CCC1(CC2CC(C3=C(CCN(C2)C1)C4=CC=CC=C4N3)(C5=C(C=C6C(=C5)C78CCN9C7C(C=CC9)(C(C(C8N6C=O)(C(=O)OC)O)OC(=O)C)CC)OC)C(=O)OC)O.OS(=O)(=O)O. Synergy scores: CSS=13.6, Synergy_ZIP=-6.64, Synergy_Bliss=-5.84, Synergy_Loewe=-5.81, Synergy_HSA=-5.47. Cell line: UO-31.